Task: Predict the reaction yield, written as a fraction of the theoretical maximum amount of product (1.0 means a 100% yield; for example, 0.34 means a 34% yield).. Dataset: Reaction yield outcomes from USPTO patents with 853,638 reactions (1) The reactants are [C:1]([NH:5][S:6]([C:9]1[CH:10]=[N:11][N:12]2[C:17]([NH:18][C:19]3[CH:24]=[C:23]([CH3:25])[CH:22]=[CH:21][C:20]=3[F:26])=[C:16]([C:27](OCC)=[O:28])[CH:15]=[N:14][C:13]=12)(=[O:8])=[O:7])([CH3:4])([CH3:3])[CH3:2].[F:32][C:33]1[CH:38]=[CH:37][C:36]([CH:39]2[CH2:44][CH2:43][NH:42][CH2:41][CH2:40]2)=[CH:35][CH:34]=1. No catalyst specified. The product is [C:1]([NH:5][S:6]([C:9]1[CH:10]=[N:11][N:12]2[C:17]([NH:18][C:19]3[CH:24]=[C:23]([CH3:25])[CH:22]=[CH:21][C:20]=3[F:26])=[C:16]([C:27]([N:42]3[CH2:43][CH2:44][CH:39]([C:36]4[CH:35]=[CH:34][C:33]([F:32])=[CH:38][CH:37]=4)[CH2:40][CH2:41]3)=[O:28])[CH:15]=[N:14][C:13]=12)(=[O:7])=[O:8])([CH3:3])([CH3:2])[CH3:4]. The yield is 0.950. (2) The reactants are [CH2:1]([O:3][C:4]([C:6]1[CH:15]=[C:14](Cl)[C:13]2[C:8](=[CH:9][CH:10]=[CH:11][CH:12]=2)[N:7]=1)=[O:5])[CH3:2].[Br:17][C:18]1[CH:23]=[CH:22][C:21]([OH:24])=[CH:20][CH:19]=1.C([O-])([O-])=O.[Cs+].[Cs+]. The catalyst is CN(C=O)C. The product is [CH2:1]([O:3][C:4]([C:6]1[CH:15]=[C:14]([O:24][C:21]2[CH:22]=[CH:23][C:18]([Br:17])=[CH:19][CH:20]=2)[C:13]2[C:8](=[CH:9][CH:10]=[CH:11][CH:12]=2)[N:7]=1)=[O:5])[CH3:2]. The yield is 0.423. (3) The reactants are [CH3:1][O:2][C:3]1[N:8]=[CH:7][C:6]([C:9]2[O:10][C:11]3[CH:20]=[CH:19][C:18]([NH:21][C:22]([O:24][C:25]([CH3:28])([CH3:27])[CH3:26])=[O:23])=[CH:17][C:12]=3[C:13](=[O:16])[C:14]=2[OH:15])=[CH:5][CH:4]=1. The catalyst is C(Cl)(Cl)Cl.CO. The product is [CH3:1][O:2][C:3]1[N:8]=[CH:7][C:6]([C:9]2[O:10][C:11]3[CH:20]=[CH:19][C:18]([NH:21][C:22]([O:24][C:25]([CH3:28])([CH3:27])[CH3:26])=[O:23])=[CH:17][C:12]=3[C:13](=[O:16])[C:14]=2[O:15][CH2:13][C:12]2[CH:17]=[CH:18][CH:19]=[CH:20][CH:11]=2)=[CH:5][CH:4]=1. The yield is 0.740. (4) The reactants are [CH:1]([C@H:14]1[CH2:19][C@@H:18](OS(C)(=O)=O)[CH2:17][CH2:16][O:15]1)([C:8]1[CH:13]=[CH:12][CH:11]=[CH:10][CH:9]=1)[C:2]1[CH:7]=[CH:6][CH:5]=[CH:4][CH:3]=1.[N-:25]=[N+:26]=[N-:27].[Na+]. The catalyst is CN(C=O)C. The product is [N:25]([C@@H:18]1[CH2:17][CH2:16][O:15][C@@H:14]([CH:1]([C:8]2[CH:13]=[CH:12][CH:11]=[CH:10][CH:9]=2)[C:2]2[CH:7]=[CH:6][CH:5]=[CH:4][CH:3]=2)[CH2:19]1)=[N+:26]=[N-:27]. The yield is 0.800. (5) The yield is 0.420. The product is [Br:16][C:17]1[CH:18]=[C:19]([C:23]2([C:7]3[CH:12]=[CH:11][C:10]([O:13][CH3:14])=[C:9]([Cl:15])[CH:8]=3)[C:31]3[C:32](=[C:33]([F:37])[CH:34]=[CH:35][CH:36]=3)[C:38]([NH2:39])=[N:24]2)[CH:20]=[CH:21][CH:22]=1. The reactants are C([Li])(C)(C)C.Br[C:7]1[CH:12]=[CH:11][C:10]([O:13][CH3:14])=[C:9]([Cl:15])[CH:8]=1.[Br:16][C:17]1[CH:18]=[C:19](/[C:23](/[C:31]2[CH:36]=[CH:35][CH:34]=[C:33]([F:37])[C:32]=2[C:38]#[N:39])=[N:24]\S(C(C)(C)C)=O)[CH:20]=[CH:21][CH:22]=1.Cl.CO. The catalyst is O1CCCC1. (6) The reactants are Cl[S:2]([C:5]1[CH:14]=[CH:13][C:12]2[NH:11][C:10](=[O:15])[C:9]3[NH:16][CH:17]=[C:18]([C:19]([OH:21])=[O:20])[C:8]=3[C:7]=2[CH:6]=1)(=[O:4])=[O:3].[CH3:22][C:23]1[CH:29]=[CH:28][C:26]([NH2:27])=[CH:25][CH:24]=1. No catalyst specified. The product is [O:15]=[C:10]1[C:9]2[NH:16][CH:17]=[CH:18][C:8]=2[C:7]2[CH:6]=[C:5]([S:2](=[O:3])(=[O:4])[NH:27][C:26]3[CH:28]=[CH:29][C:23]([CH3:22])=[CH:24][CH:25]=3)[CH:14]=[CH:13][C:12]=2[NH:11]1.[CH2:18]([C:19]([O-:21])=[O:20])[CH3:17]. The yield is 0.200. (7) The reactants are [H-].[Na+].[C:3]([CH2:6][C:7](=[O:9])[CH3:8])(=[O:5])[CH3:4].CCCCCC.C([Li])CCC.[CH2:21]([O:28][C:29]1[CH:36]=[CH:35][C:32]([CH2:33]I)=[CH:31][CH:30]=1)[C:22]1[CH:27]=[CH:26][CH:25]=[CH:24][CH:23]=1.Cl. The catalyst is C1COCC1.CN(C)P(=O)(N(C)C)N(C)C. The product is [CH2:21]([O:28][C:29]1[CH:30]=[CH:31][C:32]([CH2:33][CH2:8][C:7](=[O:9])[CH2:6][C:3](=[O:5])[CH3:4])=[CH:35][CH:36]=1)[C:22]1[CH:23]=[CH:24][CH:25]=[CH:26][CH:27]=1. The yield is 0.630. (8) The reactants are [C:1]([C:3]1[CH:4]=[C:5]([NH:14][C:15](=[O:27])[O:16][CH2:17][CH2:18][C:19]2[CH:24]=[CH:23][C:22]([Br:25])=[CH:21][C:20]=2[CH3:26])[CH:6]=[CH:7][C:8]=1[S:9]([CH2:12][CH3:13])(=[O:11])=[O:10])#[N:2].Br[C:29]1C=C(C)C(CCO)=C(C)C=1.C(C1C=C(NC(=O)OC2C=CC=CC=2)C=CC=1S(CC)(=O)=O)#N. No catalyst specified. The product is [C:1]([C:3]1[CH:4]=[C:5]([NH:14][C:15](=[O:27])[O:16][CH2:17][CH2:18][C:19]2[C:24]([CH3:29])=[CH:23][C:22]([Br:25])=[CH:21][C:20]=2[CH3:26])[CH:6]=[CH:7][C:8]=1[S:9]([CH2:12][CH3:13])(=[O:10])=[O:11])#[N:2]. The yield is 0.590.